This data is from Full USPTO retrosynthesis dataset with 1.9M reactions from patents (1976-2016). The task is: Predict the reactants needed to synthesize the given product. The reactants are: Br[C:2]1[N:3]=[C:4]([C@@H:12]2[CH2:16][CH2:15][CH2:14][N:13]2[C:17](=[O:20])[CH:18]=[CH2:19])[N:5]2[CH:10]=[CH:9][N:8]=[C:7]([CH3:11])[C:6]=12.[CH2:21]([C:24]1[CH:29]=[CH:28][N:27]=[C:26]([NH:30][C:31](=[O:47])[C:32]2[CH:37]=[CH:36][C:35](B3OC(C)(C)C(C)(C)O3)=[CH:34][CH:33]=2)[CH:25]=1)[CH2:22][CH3:23]. Given the product [C:17]([N:13]1[CH2:14][CH2:15][CH2:16][C@H:12]1[C:4]1[N:5]2[CH:10]=[CH:9][N:8]=[C:7]([CH3:11])[C:6]2=[C:2]([C:35]2[CH:36]=[CH:37][C:32]([C:31]([NH:30][C:26]3[CH:25]=[C:24]([CH2:21][CH2:22][CH3:23])[CH:29]=[CH:28][N:27]=3)=[O:47])=[CH:33][CH:34]=2)[N:3]=1)(=[O:20])[CH:18]=[CH2:19], predict the reactants needed to synthesize it.